Dataset: Forward reaction prediction with 1.9M reactions from USPTO patents (1976-2016). Task: Predict the product of the given reaction. (1) Given the reactants [CH3:1][O:2][C:3]1[CH:4]=[C:5]2[C:10](=[CH:11][C:12]=1[O:13][CH3:14])[N:9]=[CH:8][CH:7]=[C:6]2[O:15][C:16]1[CH:26]=[CH:25][C:19]([O:20][CH2:21][C:22]([OH:24])=O)=[CH:18][CH:17]=1.CCN=C=NCCCN(C)C.Cl.C1C=CC2N(O)N=NC=2C=1.[CH3:49][O:50][C:51]1[CH:56]=[CH:55][C:54]([NH2:57])=[CH:53][CH:52]=1.C(=O)([O-])O.[Na+], predict the reaction product. The product is: [CH3:49][O:50][C:51]1[CH:56]=[CH:55][C:54]([NH:57][C:22](=[O:24])[CH2:21][O:20][C:19]2[CH:25]=[CH:26][C:16]([O:15][C:6]3[C:5]4[C:10](=[CH:11][C:12]([O:13][CH3:14])=[C:3]([O:2][CH3:1])[CH:4]=4)[N:9]=[CH:8][CH:7]=3)=[CH:17][CH:18]=2)=[CH:53][CH:52]=1. (2) Given the reactants [CH3:1][O:2][C:3](=[O:12])[CH2:4][NH:5][CH2:6][CH:7]1[CH2:11][CH2:10][CH2:9][CH2:8]1.CCN(CC)CC.[O:20](C(OC(C)(C)C)=O)[C:21]([O:23][C:24]([CH3:27])([CH3:26])[CH3:25])=O, predict the reaction product. The product is: [CH3:1][O:2][C:3](=[O:12])[CH2:4][N:5]([C:21]([O:23][C:24]([CH3:27])([CH3:26])[CH3:25])=[O:20])[CH2:6][CH:7]1[CH2:11][CH2:10][CH2:9][CH2:8]1. (3) Given the reactants [CH2:1]([N:8]1[C:16]2[C:11](=[C:12]([NH:17][C:18]([C:20]3[N:24]4[CH:25]=C(C=C)[CH:27]=[CH:28][C:23]4=[N:22][CH:21]=3)=[O:19])[CH:13]=[CH:14][CH:15]=2)[CH:10]=[N:9]1)[C:2]1[CH:7]=[CH:6][CH:5]=[CH:4][CH:3]=1.C[N+]1([O-])CC[O:35]CC1.[CH3:39][C:40]([CH3:42])=[O:41].O, predict the reaction product. The product is: [CH2:1]([N:8]1[C:16]2[C:11](=[C:12]([NH:17][C:18]([C:20]3[N:24]4[CH:25]=[C:39]([CH:40]([OH:41])[CH2:42][OH:35])[CH:27]=[CH:28][C:23]4=[N:22][CH:21]=3)=[O:19])[CH:13]=[CH:14][CH:15]=2)[CH:10]=[N:9]1)[C:2]1[CH:7]=[CH:6][CH:5]=[CH:4][CH:3]=1. (4) Given the reactants Br[CH2:2][CH2:3][CH2:4][Cl:5].[NH:6]1[CH2:11][CH2:10][O:9][CH2:8][CH2:7]1.[OH-].[Na+].Cl, predict the reaction product. The product is: [ClH:5].[Cl:5][CH2:4][CH2:3][CH2:2][N:6]1[CH2:11][CH2:10][O:9][CH2:8][CH2:7]1. (5) The product is: [CH:5]12[N:9]([C:10]3[N:15]=[C:14]([N:16]4[CH:17]5[CH2:24][O:23][CH2:22][CH:21]4[CH2:20][O:19][CH2:18]5)[N:13]=[C:12]([C:25]4[CH:31]=[CH:30][C:28]([NH:29][C:43]([NH:62][C:61]5[CH:60]=[CH:59][C:58]([N:55]6[CH2:54][CH2:53][N:52]([CH3:51])[CH2:57][CH2:56]6)=[CH:64][CH:63]=5)=[O:49])=[CH:27][CH:26]=4)[N:11]=3)[CH:1]([CH2:8][O:7][CH2:6]1)[CH2:2][O:3][CH2:4]2. Given the reactants [CH:1]12[N:9]([C:10]3[N:15]=[C:14]([N:16]4[CH:21]5[CH2:22][O:23][CH2:24][CH:17]4[CH2:18][O:19][CH2:20]5)[N:13]=[C:12]([C:25]4[CH:31]=[CH:30][C:28]([NH2:29])=[CH:27][CH:26]=4)[N:11]=3)[CH:5]([CH2:6][O:7][CH2:8]1)[CH2:4][O:3][CH2:2]2.CCN(CC)CC.ClC(Cl)(O[C:43](=[O:49])OC(Cl)(Cl)Cl)Cl.[CH3:51][N:52]1[CH2:57][CH2:56][N:55]([C:58]2[CH:64]=[CH:63][C:61]([NH2:62])=[CH:60][CH:59]=2)[CH2:54][CH2:53]1, predict the reaction product. (6) Given the reactants [CH3:1][N:2]1[C:6]([C:7]2[CH:15]=[CH:14][C:10]([C:11](O)=[O:12])=[CH:9][CH:8]=2)=[C:5]([NH:16][C:17]([O:19][C@@H:20]([C:22]2[CH:27]=[CH:26][CH:25]=[CH:24][CH:23]=2)[CH3:21])=[O:18])[C:4]([CH3:28])=[N:3]1.Cl.C[O:31][C:32](=[O:44])[C@H:33]([NH2:43])[CH2:34][C:35]1[CH:40]=[CH:39][C:38]([F:41])=[C:37]([F:42])[CH:36]=1, predict the reaction product. The product is: [F:42][C:37]1[CH:36]=[C:35]([CH2:34][C@@H:33]([NH:43][C:11](=[O:12])[C:10]2[CH:14]=[CH:15][C:7]([C:6]3[N:2]([CH3:1])[N:3]=[C:4]([CH3:28])[C:5]=3[NH:16][C:17]([O:19][C@@H:20]([C:22]3[CH:27]=[CH:26][CH:25]=[CH:24][CH:23]=3)[CH3:21])=[O:18])=[CH:8][CH:9]=2)[C:32]([OH:31])=[O:44])[CH:40]=[CH:39][C:38]=1[F:41]. (7) Given the reactants [C:1](Cl)(=[O:8])[C:2]1[CH:7]=[CH:6][CH:5]=[CH:4][CH:3]=1.C(O)(=O)[C:11]1[CH:16]=[CH:15][CH:14]=[CH:13][CH:12]=1.[Al+3].[Cl-].[Cl-].[Cl-], predict the reaction product. The product is: [C:1]([C:11]1[CH:16]=[CH:15][CH:14]=[CH:13][CH:12]=1)(=[O:8])[C:2]1[CH:7]=[CH:6][CH:5]=[CH:4][CH:3]=1. (8) Given the reactants [CH3:1][O:2][C:3]1[CH:4]=[C:5]2[C:10](=[CH:11][CH:12]=1)[C:9](=[N:13][OH:14])[CH2:8][CH2:7][CH2:6]2.C([Li])CCC.[CH2:20]([C:23]1[CH:32]=[CH:31][C:26]([C:27](OC)=O)=[CH:25][CH:24]=1)[CH2:21][CH3:22].OS(O)(=O)=O, predict the reaction product. The product is: [CH3:1][O:2][C:3]1[CH:4]=[C:5]2[C:10](=[CH:11][CH:12]=1)[C:9]1=[N:13][O:14][C:27]([C:26]3[CH:31]=[CH:32][C:23]([CH2:20][CH2:21][CH3:22])=[CH:24][CH:25]=3)=[C:8]1[CH2:7][CH2:6]2. (9) Given the reactants [OH:1][C:2]1[CH:3]=[C:4]2[C:9](=[CH:10][CH:11]=1)[C:8](=[O:12])[N:7]([CH2:13][CH:14]([CH3:16])[CH3:15])[C:6]([CH2:17][NH:18][C:19](=[O:25])[O:20][C:21]([CH3:24])([CH3:23])[CH3:22])=[C:5]2[C:26]1[CH:31]=[CH:30][C:29]([CH3:32])=[CH:28][CH:27]=1.I[CH2:34][C:35]([NH2:37])=[O:36].C1CCN2C(=NCCC2)CC1.O, predict the reaction product. The product is: [NH2:37][C:35](=[O:36])[CH2:34][O:1][C:2]1[CH:3]=[C:4]2[C:9](=[CH:10][CH:11]=1)[C:8](=[O:12])[N:7]([CH2:13][CH:14]([CH3:16])[CH3:15])[C:6]([CH2:17][NH:18][C:19](=[O:25])[O:20][C:21]([CH3:24])([CH3:22])[CH3:23])=[C:5]2[C:26]1[CH:31]=[CH:30][C:29]([CH3:32])=[CH:28][CH:27]=1. (10) Given the reactants [C:1]1([C:23]2[CH:28]=[CH:27][CH:26]=[CH:25][CH:24]=2)[CH:6]=[CH:5][C:4]([CH2:7][C@@H:8]([NH:15]C(OC(C)(C)C)=O)/[CH:9]=[C:10](/[CH3:14])\[C:11]([OH:13])=[O:12])=[CH:3][CH:2]=1.S(Cl)([Cl:31])=O, predict the reaction product. The product is: [ClH:31].[NH2:15][C@H:8]([CH2:7][C:4]1[CH:3]=[CH:2][C:1]([C:23]2[CH:24]=[CH:25][CH:26]=[CH:27][CH:28]=2)=[CH:6][CH:5]=1)/[CH:9]=[C:10](/[CH3:14])\[C:11]([OH:13])=[O:12].